This data is from Forward reaction prediction with 1.9M reactions from USPTO patents (1976-2016). The task is: Predict the product of the given reaction. (1) Given the reactants [CH3:1][C:2]1[CH:7]=[CH:6][C:5]([S:8]([N:11]2[C:19]3[C:14](=[CH:15][CH:16]=[CH:17][CH:18]=3)[C:13](B(O)O)=[CH:12]2)(=[O:10])=[O:9])=[CH:4][CH:3]=1.Cl[C:24]1[N:29]=[C:28]([NH2:30])[N:27]=[C:26]([NH:31][CH:32]2[CH2:34][CH2:33]2)[CH:25]=1, predict the reaction product. The product is: [CH:32]1([NH:31][C:26]2[CH:25]=[C:24]([C:13]3[C:14]4[C:19](=[CH:18][CH:17]=[CH:16][CH:15]=4)[N:11]([S:8]([C:5]4[CH:6]=[CH:7][C:2]([CH3:1])=[CH:3][CH:4]=4)(=[O:10])=[O:9])[CH:12]=3)[N:29]=[C:28]([NH2:30])[N:27]=2)[CH2:34][CH2:33]1. (2) Given the reactants [Cl:1][C:2]1[CH:3]=[C:4]([CH2:14][N:15]2[C:19]([CH3:20])=[CH:18][C:17]([NH:21][C:22](=[O:31])[C:23]3[CH:28]=[CH:27][C:26]([CH:29]=O)=[CH:25][CH:24]=3)=[N:16]2)[C:5]2[O:9][C:8]([CH:10]([CH3:12])[CH3:11])=[CH:7][C:6]=2[CH:13]=1.[CH2:32]([NH2:34])[CH3:33].C(O)(=O)C.C(O[BH-](OC(=O)C)OC(=O)C)(=O)C.[Na+], predict the reaction product. The product is: [Cl:1][C:2]1[CH:3]=[C:4]([CH2:14][N:15]2[C:19]([CH3:20])=[CH:18][C:17]([NH:21][C:22](=[O:31])[C:23]3[CH:24]=[CH:25][C:26]([CH2:29][NH:34][CH2:32][CH3:33])=[CH:27][CH:28]=3)=[N:16]2)[C:5]2[O:9][C:8]([CH:10]([CH3:12])[CH3:11])=[CH:7][C:6]=2[CH:13]=1.